This data is from Forward reaction prediction with 1.9M reactions from USPTO patents (1976-2016). The task is: Predict the product of the given reaction. (1) Given the reactants [F:1][C:2]1[CH:7]=[CH:6][C:5]([CH2:8][CH:9]=O)=[CH:4][CH:3]=1.Cl.[O:12]([NH2:14])[CH3:13], predict the reaction product. The product is: [CH3:13][O:12][N:14]=[CH:9][CH2:8][C:5]1[CH:4]=[CH:3][C:2]([F:1])=[CH:7][CH:6]=1. (2) Given the reactants C(O)C.C([O:6][C:7]([C:9]1[N:10]=[C:11]([N:14]2[CH:20]([CH3:21])[CH2:19][C:18]3[CH:22]=[C:23]4[O:28][CH2:27][O:26][C:24]4=[CH:25][C:17]=3[C:16]([C:29]3[CH:34]=[CH:33][C:32]([N+:35]([O-:37])=[O:36])=[CH:31][CH:30]=3)=[N:15]2)[S:12][CH:13]=1)=[O:8])C.[OH-].[Na+].C(O)(=O)C, predict the reaction product. The product is: [C:7]([C:9]1[N:10]=[C:11]([N:14]2[CH:20]([CH3:21])[CH2:19][C:18]3[CH:22]=[C:23]4[O:28][CH2:27][O:26][C:24]4=[CH:25][C:17]=3[C:16]([C:29]3[CH:34]=[CH:33][C:32]([N+:35]([O-:37])=[O:36])=[CH:31][CH:30]=3)=[N:15]2)[S:12][CH:13]=1)([OH:8])=[O:6]. (3) Given the reactants [NH2:1][C:2]1[N:7]=[C:6]([NH2:8])[C:5](Br)=[CH:4][N:3]=1.CCO[C:13]([S-:15])=[S:14].[K+].O.OS(O)(=O)=O, predict the reaction product. The product is: [NH2:1][C:2]1[N:3]=[CH:4][C:5]2[S:15][C:13](=[S:14])[NH:8][C:6]=2[N:7]=1. (4) Given the reactants [Cl:1][C:2]1[CH:7]=[C:6]([Cl:8])[CH:5]=[CH:4][C:3]=1[CH:9]1[CH:18]([C:19]([NH:21][CH2:22][CH2:23][C:24]2[CH:25]=[C:26]([CH2:30][C:31]([O:33]CC3C=CC(OC)=CC=3)=[O:32])[CH:27]=[CH:28][CH:29]=2)=[O:20])[C:17]2[C:12](=[CH:13][CH:14]=[CH:15][CH:16]=2)[C:11](=[O:43])[N:10]1[CH:44]1[CH2:49][CH2:48][CH2:47][CH2:46][CH:45]1[OH:50].FC(F)(F)C(O)=O, predict the reaction product. The product is: [Cl:1][C:2]1[CH:7]=[C:6]([Cl:8])[CH:5]=[CH:4][C:3]=1[CH:9]1[CH:18]([C:19]([NH:21][CH2:22][CH2:23][C:24]2[CH:25]=[C:26]([CH2:30][C:31]([OH:33])=[O:32])[CH:27]=[CH:28][CH:29]=2)=[O:20])[C:17]2[C:12](=[CH:13][CH:14]=[CH:15][CH:16]=2)[C:11](=[O:43])[N:10]1[CH:44]1[CH2:49][CH2:48][CH2:47][CH2:46][CH:45]1[OH:50].